Dataset: TCR-epitope binding with 47,182 pairs between 192 epitopes and 23,139 TCRs. Task: Binary Classification. Given a T-cell receptor sequence (or CDR3 region) and an epitope sequence, predict whether binding occurs between them. (1) The epitope is CTELKLSDY. The TCR CDR3 sequence is CASSQGEGQFF. Result: 1 (the TCR binds to the epitope). (2) The epitope is PROT_97E67BCC. The TCR CDR3 sequence is CASSLGGDEQFF. Result: 0 (the TCR does not bind to the epitope). (3) The epitope is VLWAHGFEL. The TCR CDR3 sequence is CASSKAGTYNEQFF. Result: 1 (the TCR binds to the epitope). (4) The epitope is LLWNGPMAV. The TCR CDR3 sequence is CAVGAGATYEQYF. Result: 1 (the TCR binds to the epitope). (5) The epitope is YFPLQSYGF. The TCR CDR3 sequence is CASSQDRGSVYEQYF. Result: 1 (the TCR binds to the epitope). (6) The epitope is SSTFNVPMEKLK. The TCR CDR3 sequence is CASSETTGPAYEQYF. Result: 0 (the TCR does not bind to the epitope). (7) The epitope is VLWAHGFEL. The TCR CDR3 sequence is CASTSRSKNTGELFF. Result: 1 (the TCR binds to the epitope). (8) The epitope is HTTDPSFLGRY. The TCR CDR3 sequence is CASSLSQGDQPQHF. Result: 0 (the TCR does not bind to the epitope).